Dataset: Reaction yield outcomes from USPTO patents with 853,638 reactions. Task: Predict the reaction yield, written as a fraction of the theoretical maximum amount of product (1.0 means a 100% yield; for example, 0.34 means a 34% yield). (1) The reactants are CC[O-].[Na+].Cl.[C:6]([NH2:10])(=[NH:9])[CH2:7][CH3:8].[CH2:11]([O:13][C:14](=[O:25])[C:15](=[CH:21]OCC)[C:16](OCC)=[O:17])[CH3:12].Cl. No catalyst specified. The product is [CH2:11]([O:13][C:14]([C:15]1[C:16](=[O:17])[NH:10][C:6]([CH2:7][CH3:8])=[N:9][CH:21]=1)=[O:25])[CH3:12]. The yield is 0.860. (2) The reactants are [CH2:1]([O:8][C:9]1[CH:10]=[CH:11][C:12]([CH2:15][OH:16])=[N:13][CH:14]=1)[C:2]1[CH:7]=[CH:6][CH:5]=[CH:4][CH:3]=1.N1C=CC=CC=1.CC(OI1(OC(C)=O)(OC(C)=O)OC(=O)C2C1=CC=CC=2)=O. The catalyst is ClCCl.C(OCC)C. The product is [CH2:1]([O:8][C:9]1[CH:10]=[CH:11][C:12]([CH:15]=[O:16])=[N:13][CH:14]=1)[C:2]1[CH:3]=[CH:4][CH:5]=[CH:6][CH:7]=1. The yield is 0.500. (3) The catalyst is CCOC(C)=O. The reactants are [F:1][C:2]([F:20])([F:19])[CH2:3][C:4]1[NH:5][C:6]2[C:11]([CH:12]=1)=[C:10]([C:13]([F:16])([F:15])[F:14])[C:9]([C:17]#[N:18])=[CH:8][CH:7]=2.C([O-])([O-])=O.[K+].[K+].Cl[CH2:28][C:29]1[N:33]=[C:32]([C:34]2[CH:39]=[CH:38][CH:37]=[C:36]([C:40]([F:43])([F:42])[F:41])[CH:35]=2)[O:31][N:30]=1.CC#N. The yield is 0.220. The product is [F:20][C:2]([F:1])([F:19])[CH2:3][C:4]1[N:5]([CH2:28][C:29]2[N:33]=[C:32]([C:34]3[CH:39]=[CH:38][CH:37]=[C:36]([C:40]([F:43])([F:41])[F:42])[CH:35]=3)[O:31][N:30]=2)[C:6]2[C:11]([CH:12]=1)=[C:10]([C:13]([F:16])([F:15])[F:14])[C:9]([C:17]#[N:18])=[CH:8][CH:7]=2.